This data is from Full USPTO retrosynthesis dataset with 1.9M reactions from patents (1976-2016). The task is: Predict the reactants needed to synthesize the given product. (1) The reactants are: [CH3:1][O:2][C:3]1[C:11]2[C:6](=[CH:7][C:8]([C:12]([C:18]3[CH:23]=[CH:22][CH:21]=[C:20]([CH3:24])[N:19]=3)=[CH:13][C:14]([NH:16][CH3:17])=[O:15])=[CH:9][CH:10]=2)[NH:5][N:4]=1.N1C2C(=CC=CC=2C(C2C=CC=CC=2)CC(NC)=O)C=C1. Given the product [CH3:1][O:2][C:3]1[C:11]2[C:6](=[CH:7][C:8]([CH:12]([C:18]3[CH:23]=[CH:22][CH:21]=[C:20]([CH3:24])[N:19]=3)[CH2:13][C:14]([NH:16][CH3:17])=[O:15])=[CH:9][CH:10]=2)[NH:5][N:4]=1, predict the reactants needed to synthesize it. (2) Given the product [Br:1][C:2]1[CH:7]=[CH:6][C:5]([CH2:8][O:9][CH3:16])=[C:4]([S:10]([CH3:13])(=[O:12])=[O:11])[CH:3]=1, predict the reactants needed to synthesize it. The reactants are: [Br:1][C:2]1[CH:7]=[CH:6][C:5]([CH2:8][OH:9])=[C:4]([S:10]([CH3:13])(=[O:12])=[O:11])[CH:3]=1.[H-].[Na+].[CH2:16]1COCC1.IC.